This data is from Reaction yield outcomes from USPTO patents with 853,638 reactions. The task is: Predict the reaction yield, written as a fraction of the theoretical maximum amount of product (1.0 means a 100% yield; for example, 0.34 means a 34% yield). (1) The reactants are [NH2:1][CH2:2][CH2:3][N:4]([CH3:28])[C:5](=[O:27])[CH2:6][CH2:7]/[CH:8]=[CH:9]\[CH2:10]/[CH:11]=[CH:12]\[CH2:13]/[CH:14]=[CH:15]\[CH2:16]/[CH:17]=[CH:18]\[CH2:19]/[CH:20]=[CH:21]\[CH2:22]/[CH:23]=[CH:24]\[CH2:25][CH3:26].[OH:29][C:30]1[CH:38]=[CH:37][CH:36]=[CH:35][C:31]=1[C:32](Cl)=[O:33].N1C=CN=C1.C1CCC(N=C=NC2CCCCC2)CC1. The catalyst is CC(=O)OCC. The product is [OH:29][C:30]1[CH:38]=[CH:37][CH:36]=[CH:35][C:31]=1[C:32]([NH:1][CH2:2][CH2:3][N:4]([CH3:28])[C:5](=[O:27])[CH2:6][CH2:7]/[CH:8]=[CH:9]\[CH2:10]/[CH:11]=[CH:12]\[CH2:13]/[CH:14]=[CH:15]\[CH2:16]/[CH:17]=[CH:18]\[CH2:19]/[CH:20]=[CH:21]\[CH2:22]/[CH:23]=[CH:24]\[CH2:25][CH3:26])=[O:33]. The yield is 0.730. (2) The reactants are CN(C)C=O.Cl.[F:7][C:8]1[CH:13]=[CH:12][C:11]([CH:14]([C:22]2[CH:27]=[CH:26][C:25]([F:28])=[CH:24][CH:23]=2)[CH:15]2[C:20](=[O:21])[CH2:19][CH2:18][NH:17][CH2:16]2)=[CH:10][CH:9]=1.Br[CH2:30][C:31]([C:33]1[CH:38]=[CH:37][CH:36]=[CH:35][C:34]=1[O:39][CH3:40])=[O:32].C(=O)([O-])[O-].[K+].[K+]. The catalyst is C(OCC)(=O)C. The product is [F:7][C:8]1[CH:13]=[CH:12][C:11]([CH:14]([C:22]2[CH:23]=[CH:24][C:25]([F:28])=[CH:26][CH:27]=2)[CH:15]2[C:20](=[O:21])[CH2:19][CH2:18][N:17]([CH2:30][C:31]([C:33]3[CH:38]=[CH:37][CH:36]=[CH:35][C:34]=3[O:39][CH3:40])=[O:32])[CH2:16]2)=[CH:10][CH:9]=1. The yield is 0.590. (3) The reactants are [CH2:1]1[C:9]2[C:4](=[CH:5][CH:6]=[CH:7][CH:8]=2)[CH2:3][CH:2]1[C:10](Cl)=[O:11].[OH:13][CH2:14][CH2:15][CH2:16][CH2:17][NH:18]C(=O)C1C=CC=CC=1. No catalyst specified. The product is [OH:13][CH2:14][CH2:15][CH2:16][CH2:17][NH:18][C:10]([CH:2]1[CH2:3][C:4]2[C:9](=[CH:8][CH:7]=[CH:6][CH:5]=2)[CH2:1]1)=[O:11]. The yield is 0.620. (4) The reactants are [C:1]([N:4]1[C:13]2[C:8](=[CH:9][C:10]([C:14]3[N:18]=[C:17]([CH2:19][CH2:20][NH:21]C(OC(C)(C)C)=O)[O:16][N:15]=3)=[CH:11][CH:12]=2)[C@H:7]([NH:29][C:30](=[O:35])[O:31][CH:32]([CH3:34])[CH3:33])[CH2:6][C@@H:5]1[CH3:36])(=[O:3])[CH3:2].[ClH:37].CCOCC. The catalyst is O1CCOCC1. The product is [ClH:37].[C:1]([N:4]1[C:13]2[C:8](=[CH:9][C:10]([C:14]3[N:18]=[C:17]([CH2:19][CH2:20][NH2:21])[O:16][N:15]=3)=[CH:11][CH:12]=2)[C@H:7]([NH:29][C:30](=[O:35])[O:31][CH:32]([CH3:33])[CH3:34])[CH2:6][C@@H:5]1[CH3:36])(=[O:3])[CH3:2]. The yield is 0.860. (5) The reactants are O.[NH2:2][NH2:3].[CH2:4]([O:6][C:7](=[O:18])[C:8](=O)[CH2:9][C:10](=O)[CH2:11][CH2:12][CH:13]([CH3:15])[CH3:14])[CH3:5]. The catalyst is CCO. The product is [CH2:4]([O:6][C:7]([C:8]1[CH:9]=[C:10]([CH2:11][CH2:12][CH:13]([CH3:15])[CH3:14])[NH:3][N:2]=1)=[O:18])[CH3:5]. The yield is 0.709. (6) The reactants are [CH2:1]([S:3][C:4]1[C:9]([C:10](=O)[CH3:11])=[CH:8][CH:7]=[C:6]([C:13]([F:16])([F:15])[F:14])[N:5]=1)[CH3:2].[F:17][C:18]([F:27])([F:26])[C:19]1[CH:24]=[CH:23][N:22]=[C:21]([NH2:25])[CH:20]=1.N1C2C(=CC=C3C=2N=CC=C3)C=CC=1. The catalyst is C1C(Cl)=CC=C(Cl)C=1.CC([O-])=O.CC([O-])=O.[Cu+2].O.[Zn+2].[I-].[I-]. The product is [CH2:1]([S:3][C:4]1[C:9]([C:10]2[N:25]=[C:21]3[CH:20]=[C:19]([C:18]([F:26])([F:17])[F:27])[CH:24]=[CH:23][N:22]3[CH:11]=2)=[CH:8][CH:7]=[C:6]([C:13]([F:16])([F:15])[F:14])[N:5]=1)[CH3:2]. The yield is 0.300. (7) The reactants are [C:1]1([S:7]([CH2:9]P(=O)(OCC)OCC)=[O:8])[CH:6]=[CH:5][CH:4]=[CH:3][CH:2]=1.CC(C)([O-])C.[K+].[Cl:24][C:25]1[CH:26]=[C:27]([C:32](=O)[C:33]([F:36])([F:35])[F:34])[CH:28]=[C:29]([Cl:31])[CH:30]=1. The catalyst is C1(C)C=CC=CC=1. The product is [C:1]1([S:7]([CH:9]=[C:32]([C:27]2[CH:28]=[C:29]([Cl:31])[CH:30]=[C:25]([Cl:24])[CH:26]=2)[C:33]([F:36])([F:35])[F:34])=[O:8])[CH:2]=[CH:3][CH:4]=[CH:5][CH:6]=1. The yield is 0.930. (8) The reactants are [Cl:1][C:2]1[CH:11]=[CH:10][C:9]([N:12]2[C:16]([CH3:17])=[CH:15][CH:14]=[N:13]2)=[CH:8][C:3]=1[C:4](OC)=[O:5].[NH3:18]. No catalyst specified. The product is [Cl:1][C:2]1[CH:11]=[CH:10][C:9]([N:12]2[C:16]([CH3:17])=[CH:15][CH:14]=[N:13]2)=[CH:8][C:3]=1[C:4]([NH2:18])=[O:5]. The yield is 0.760. (9) The reactants are [CH3:1][O:2][C:3](=[O:12])[C:4]1[CH:9]=[CH:8][C:7]([NH2:10])=[CH:6][C:5]=1[OH:11].[Br:13][C:14]1[CH:21]=[CH:20][C:17]([CH:18]=O)=[CH:16][CH:15]=1.[BH-](OC(C)=O)(OC(C)=O)OC(C)=O.[Na+].C([O-])(O)=O.[Na+]. The catalyst is CC(O)=O.ClCCCl.O. The product is [CH3:1][O:2][C:3](=[O:12])[C:4]1[CH:9]=[CH:8][C:7]([NH:10][CH2:18][C:17]2[CH:20]=[CH:21][C:14]([Br:13])=[CH:15][CH:16]=2)=[CH:6][C:5]=1[OH:11]. The yield is 0.580.